Dataset: Full USPTO retrosynthesis dataset with 1.9M reactions from patents (1976-2016). Task: Predict the reactants needed to synthesize the given product. (1) The reactants are: [N:1]1[C:10]2[C:5](=[CH:6][C:7]([CH:11]=O)=[CH:8][CH:9]=2)[CH:4]=[CH:3][CH:2]=1.[S:13]1[CH2:19][C:17](=[O:18])[NH:16][C:14]1=[S:15]. Given the product [N:1]1[C:10]2[C:5](=[CH:6][C:7]([CH:11]=[C:19]3[S:13][C:14](=[S:15])[NH:16][C:17]3=[O:18])=[CH:8][CH:9]=2)[CH:4]=[CH:3][CH:2]=1, predict the reactants needed to synthesize it. (2) Given the product [Cl:8][C:7]1[C:2]([C:3]2[CH:2]=[CH:7][C:6]3[N:5]=[CH:4][N:9]([CH2:41][CH:35]4[CH2:36][CH2:39][O:51][CH2:48][CH2:40]4)[C:43]=3[CH:44]=2)=[CH:3][C:4]([NH:9][C:10]([C@@H:12]2[CH2:17][CH2:16][CH2:15][N:14]([C:18]([O:20][C:21]([CH3:24])([CH3:23])[CH3:22])=[O:19])[CH2:13]2)=[O:11])=[N:5][CH:6]=1, predict the reactants needed to synthesize it. The reactants are: Br[C:2]1[C:7]([Cl:8])=[CH:6][N:5]=[C:4]([NH:9][C:10]([C@@H:12]2[CH2:17][CH2:16][CH2:15][N:14]([C:18]([O:20][C:21]([CH3:24])([CH3:23])[CH3:22])=[O:19])[CH2:13]2)=[O:11])[CH:3]=1.[CH3:40][C:35]1([CH3:41])[C:36](C)([CH3:39])OB(B2O[C:36]([CH3:39])(C)[C:35]([CH3:41])([CH3:40])O2)O1.[C:43]([O-])(=O)[CH3:44].[K+].[C:48](=[O:51])([O-])[O-].[Na+].[Na+]. (3) Given the product [CH3:18][C:15]([O:14][C:12]([N:11]([CH2:19][C:20]1[CH:25]=[CH:24][CH:23]=[C:22]([CH:26]=[N:27][NH:2][OH:3])[CH:21]=1)[C:9]([O:8][C:5]([CH3:4])([CH3:6])[CH3:7])=[O:10])=[O:13])([CH3:16])[CH3:17], predict the reactants needed to synthesize it. The reactants are: Cl.[NH2:2][OH:3].[CH3:4][C:5]([O:8][C:9]([N:11]([CH2:19][C:20]1[CH:25]=[CH:24][CH:23]=[C:22]([C:26]#[N:27])[CH:21]=1)[C:12]([O:14][C:15]([CH3:18])([CH3:17])[CH3:16])=[O:13])=[O:10])([CH3:7])[CH3:6].C(N(CC)CC)C. (4) The reactants are: [CH2:1]([NH2:4])[CH2:2][NH2:3].[N:5]12[CH2:12][CH2:11][CH:8]([CH2:9][CH2:10]1)[CH:7]([C:13]1[C:21]3[C:16](=[CH:17][CH:18]=[C:19](O)[CH:20]=3)[NH:15][CH:14]=1)[CH2:6]2.OC1C=C2C(=CC=1)NC=C2.N12CCC(CC1)C(=O)C2. Given the product [N:5]12[CH2:12][CH2:11][CH:8]([CH2:9][CH2:10]1)[CH:7]([C:13]1[C:21]3[C:20]4[N:3]=[CH:2][CH:1]=[N:4][C:19]=4[CH:18]=[CH:17][C:16]=3[NH:15][CH:14]=1)[CH2:6]2, predict the reactants needed to synthesize it. (5) The reactants are: [CH:1]([NH2:4])([CH3:3])[CH3:2].C1(N)CCC1.Cl[C:11]1[C:12]2[CH:31]=[CH:30][NH:29][C:13]=2[N:14]=[C:15]([NH:17][C:18]2[CH:19]=[C:20]([NH:24][S:25]([CH3:28])(=[O:27])=[O:26])[CH:21]=[CH:22][CH:23]=2)[N:16]=1.ClC1N=C(NC2C=C(NS(C)(=O)=O)C=CC=2)N=C2C=1N=CN2. Given the product [CH:1]([NH:4][C:11]1[C:12]2[CH:31]=[CH:30][NH:29][C:13]=2[N:14]=[C:15]([NH:17][C:18]2[CH:19]=[C:20]([NH:24][S:25]([CH3:28])(=[O:27])=[O:26])[CH:21]=[CH:22][CH:23]=2)[N:16]=1)([CH3:3])[CH3:2], predict the reactants needed to synthesize it. (6) Given the product [Cl:1][C:2]1[CH:27]=[CH:26][CH:25]=[C:24]([Cl:28])[C:3]=1[CH2:4][C:5]1[N:9]([CH2:10][C:11]2[CH:19]=[CH:18][C:14]([C:15]([NH:75][CH2:74][CH2:73][CH2:72][N:69]3[CH2:68][CH2:67][N:66]([CH3:65])[CH2:71][CH2:70]3)=[O:16])=[CH:13][CH:12]=2)[C:8]2[CH:20]=[CH:21][CH:22]=[CH:23][C:7]=2[N:6]=1, predict the reactants needed to synthesize it. The reactants are: [Cl:1][C:2]1[CH:27]=[CH:26][CH:25]=[C:24]([Cl:28])[C:3]=1[CH2:4][C:5]1[N:9]([CH2:10][C:11]2[CH:19]=[CH:18][C:14]([C:15](O)=[O:16])=[CH:13][CH:12]=2)[C:8]2[CH:20]=[CH:21][CH:22]=[CH:23][C:7]=2[N:6]=1.F[P-](F)(F)(F)(F)F.N1(O[P+](N(C)C)(N(C)C)N(C)C)C2C=CC=CC=2N=N1.CCN(C(C)C)C(C)C.[CH3:65][N:66]1[CH2:71][CH2:70][N:69]([CH2:72][CH2:73][CH2:74][NH2:75])[CH2:68][CH2:67]1. (7) The reactants are: [Cl:1][C:2]1[N:10]=[C:9]2[C:5]([N:6]=[CH:7][N:8]2C2CCCCO2)=[C:4]([NH:17][CH:18]([C:20]2[N:21]([C:32]3[CH:37]=[CH:36][CH:35]=[CH:34][CH:33]=3)[C:22](=[O:31])[C:23]3[C:28]([CH:29]=2)=[CH:27][CH:26]=[CH:25][C:24]=3[CH3:30])[CH3:19])[N:3]=1.C([O-])(O)=O.[Na+]. Given the product [Cl:1][C:2]1[N:10]=[C:9]2[C:5]([N:6]=[CH:7][NH:8]2)=[C:4]([NH:17][CH:18]([C:20]2[N:21]([C:32]3[CH:37]=[CH:36][CH:35]=[CH:34][CH:33]=3)[C:22](=[O:31])[C:23]3[C:28]([CH:29]=2)=[CH:27][CH:26]=[CH:25][C:24]=3[CH3:30])[CH3:19])[N:3]=1, predict the reactants needed to synthesize it. (8) Given the product [N:17]1([CH2:16][CH2:15][NH:14][C:8]2[C:9]([F:13])=[CH:10][CH:11]=[CH:12][C:7]=2[CH:6]2[N:5]([CH2:4][CH2:3][C:2]([CH3:24])([CH3:23])[CH3:1])[C:27](=[O:28])[C@H:26]([CH2:30][C:31]([OH:33])=[O:32])[S:25]2)[CH2:22][CH2:21][CH2:20][CH2:19][CH2:18]1, predict the reactants needed to synthesize it. The reactants are: [CH3:1][C:2]([CH3:24])([CH3:23])[CH2:3][CH2:4]/[N:5]=[CH:6]/[C:7]1[CH:12]=[CH:11][CH:10]=[C:9]([F:13])[C:8]=1[NH:14][CH2:15][CH2:16][N:17]1[CH2:22][CH2:21][CH2:20][CH2:19][CH2:18]1.[SH:25][C@@H:26]([CH2:30][C:31]([OH:33])=[O:32])[C:27](O)=[O:28]. (9) Given the product [CH2:1]([C:7]1[CH:8]=[C:9]([C:13]2[N:17]([CH3:18])[C:16]([C:19]([N:21]3[CH2:26][CH2:25][CH:24]([N:27]4[CH2:31][CH2:30][CH2:29][CH2:28]4)[CH2:23][CH2:22]3)=[O:20])=[C:15]([CH2:32][CH2:33][CH2:34][O:35][CH3:36])[N:14]=2)[CH:10]=[CH:11][CH:12]=1)[CH2:2][CH2:3][CH2:4][CH2:5][CH3:6], predict the reactants needed to synthesize it. The reactants are: [CH2:1]([C:7]1[CH:8]=[C:9]([C:13]2[N:17]([CH3:18])[C:16]([C:19]([N:21]3[CH2:26][CH2:25][CH:24]([N:27]4[CH2:31][CH2:30][CH2:29][CH2:28]4)[CH2:23][CH2:22]3)=[O:20])=[C:15]([C:32]#[C:33][CH2:34][O:35][CH3:36])[N:14]=2)[CH:10]=[CH:11][CH:12]=1)[CH2:2][CH2:3][CH2:4][CH2:5][CH3:6]. (10) Given the product [N+:27]([C:22]1[CH:23]=[CH:24][CH:25]=[CH:26][C:21]=1[C:2]1[CH:11]=[CH:10][C:9]([C:23]2[CH:24]=[CH:25][CH:26]=[CH:21][C:22]=2[N+:27]([O-:29])=[O:28])=[C:8]2[C:3]=1[CH:4]=[CH:5][CH:6]=[N:7]2)([O-:29])=[O:28], predict the reactants needed to synthesize it. The reactants are: Br[C:2]1[CH:11]=[CH:10][C:9](Br)=[C:8]2[C:3]=1[CH:4]=[CH:5][CH:6]=[N:7]2.CC1(C)C(C)(C)OB([C:21]2[CH:26]=[CH:25][CH:24]=[CH:23][C:22]=2[N+:27]([O-:29])=[O:28])O1.P([O-])([O-])([O-])=O.[K+].[K+].[K+].